This data is from Reaction yield outcomes from USPTO patents with 853,638 reactions. The task is: Predict the reaction yield, written as a fraction of the theoretical maximum amount of product (1.0 means a 100% yield; for example, 0.34 means a 34% yield). (1) The reactants are C(OC([NH:8][C@H:9]1[C@@H:14]([N:15]2[CH:19]=[CH:18][N:17]=[N:16]2)[C@@H:13]([CH3:20])[CH2:12][N:11]([C:21]2[CH:26]=[CH:25][N:24]=[CH:23][C:22]=2[NH:27][C:28]([C:30]2[C:39]([NH:40]C(=O)OCC3C=CC=CC=3)=[CH:38][C:37]3[C:32](=[CH:33][C:34]([N:51]4[CH2:56][CH2:55][N:54]([CH3:57])[CH2:53][CH2:52]4)=[CH:35][CH:36]=3)[N:31]=2)=[O:29])[CH2:10]1)=O)(C)(C)C.Cl.O1CCOCC1. The catalyst is CO.C1COCC1.[Pd]. The product is [NH2:40][C:39]1[C:30]([C:28]([NH:27][C:22]2[CH:23]=[N:24][CH:25]=[CH:26][C:21]=2[N:11]2[CH2:12][C@H:13]([CH3:20])[C@H:14]([N:15]3[CH:19]=[CH:18][N:17]=[N:16]3)[C@H:9]([NH2:8])[CH2:10]2)=[O:29])=[N:31][C:32]2[C:37]([CH:38]=1)=[CH:36][CH:35]=[C:34]([N:51]1[CH2:52][CH2:53][N:54]([CH3:57])[CH2:55][CH2:56]1)[CH:33]=2. The yield is 0.540. (2) The reactants are [C:1]([O:4][C:5]1[CH:13]=[CH:12][C:11]([Cl:14])=[CH:10][C:6]=1[C:7]([OH:9])=O)(=[O:3])[CH3:2].[NH2:15][N:16]1[CH:21]=[CH:20][CH:19]=[CH:18][NH:17]1. No catalyst specified. The product is [C:1]([O:4][C:5]1[CH:13]=[CH:12][C:11]([Cl:14])=[CH:10][C:6]=1[C:7]([NH:15][N:16]1[CH:21]=[CH:20][CH:19]=[CH:18][NH:17]1)=[O:9])(=[O:3])[CH3:2]. The yield is 0.197. (3) The reactants are [S:1]1[C:5]2[CH2:6][CH2:7][CH2:8][C:4]=2[N:3]=[C:2]1[NH2:9].CO[C:12](OC)([CH2:15]Br)[CH:13]=[O:14].C(=O)(O)[O-].[Na+].C(OC)(C)(C)C. The catalyst is CC(O)C. The product is [N:9]1[C:12]([CH:13]=[O:14])=[CH:15][N:3]2[C:4]3[CH2:8][CH2:7][CH2:6][C:5]=3[S:1][C:2]=12. The yield is 0.300. (4) The reactants are C(O[C:6](=O)[N:7]([C@H:9]([C:11](=[O:47])[NH:12][C@@H:13]1[C:19](=[O:20])[N:18]([CH2:21][C:22]2[C:31]3[C:26](=[CH:27][CH:28]=[CH:29][CH:30]=3)[CH:25]=[CH:24][C:23]=2[CH3:32])[C:17]2[CH:33]=[CH:34][CH:35]=[CH:36][C:16]=2[N:15]([C:37](=[O:46])[C:38]2[CH:43]=[CH:42][C:41]([CH2:44][OH:45])=[CH:40][CH:39]=2)[CH2:14]1)[CH3:10])C)(C)(C)C.[ClH:49]. The catalyst is O1CCOCC1. The product is [ClH:49].[OH:45][CH2:44][C:41]1[CH:42]=[CH:43][C:38]([C:37]([N:15]2[CH2:14][C@H:13]([NH:12][C:11](=[O:47])[C@@H:9]([NH:7][CH3:6])[CH3:10])[C:19](=[O:20])[N:18]([CH2:21][C:22]3[C:31]4[C:26](=[CH:27][CH:28]=[CH:29][CH:30]=4)[CH:25]=[CH:24][C:23]=3[CH3:32])[C:17]3[CH:33]=[CH:34][CH:35]=[CH:36][C:16]2=3)=[O:46])=[CH:39][CH:40]=1. The yield is 0.720. (5) The reactants are [CH2:1]([O:3][C:4]([O:6][C@H:7]([N:9]1[N:13]=[N:12][C:11]([C:14]2[N:18]([CH3:19])[N:17]=[CH:16][C:15]=2[C:20]2[CH:48]=[CH:47][C:23]([C:24]([N:26]([C:40]3[C:45]([CH3:46])=[CH:44][CH:43]=[CH:42][N:41]=3)[C@@H:27]3[CH2:32][CH2:31][CH2:30][N:29](C(OC(C)(C)C)=O)[CH2:28]3)=[O:25])=[CH:22][CH:21]=2)=[N:10]1)[CH3:8])=[O:5])[CH3:2].Cl.O1CCOCC1. The catalyst is C(#N)C. The product is [C:4](=[O:5])([O:6][C@H:7]([N:9]1[N:13]=[N:12][C:11]([C:14]2[N:18]([CH3:19])[N:17]=[CH:16][C:15]=2[C:20]2[CH:48]=[CH:47][C:23]([C:24](=[O:25])[N:26]([C:40]3[C:45]([CH3:46])=[CH:44][CH:43]=[CH:42][N:41]=3)[C@@H:27]3[CH2:32][CH2:31][CH2:30][NH:29][CH2:28]3)=[CH:22][CH:21]=2)=[N:10]1)[CH3:8])[O:3][CH2:1][CH3:2]. The yield is 0.650. (6) The reactants are [CH3:1][O:2][C:3](=[O:49])[NH:4][C@@H:5]([CH:46]([CH3:48])[CH3:47])[C:6]([N:8]1[CH2:12][C@@H:11]([O:13][CH2:14][CH3:15])[CH2:10][C@H:9]1[C:16]1[NH:20][C:19]2[C:21]3[C:26]([CH:27]=[CH:28][C:18]=2[N:17]=1)=[CH:25][C:24]1[C:29]2[C:34]([CH2:35][O:36][C:23]=1[CH:22]=3)=[CH:33][C:32](B1OC(C)(C)C(C)(C)O1)=[CH:31][CH:30]=2)=[O:7].Br[C:51]1[NH:55][C:54]([C@@H:56]2[CH2:60][CH2:59][CH2:58][N:57]2[C:61]([O:63][C:64]([CH3:67])([CH3:66])[CH3:65])=[O:62])=[N:53][CH:52]=1.C(=O)([O-])[O-].[K+].[K+]. The catalyst is COCCOC.CN(C=O)C.CCOC(C)=O.C1C=CC([P]([Pd]([P](C2C=CC=CC=2)(C2C=CC=CC=2)C2C=CC=CC=2)([P](C2C=CC=CC=2)(C2C=CC=CC=2)C2C=CC=CC=2)[P](C2C=CC=CC=2)(C2C=CC=CC=2)C2C=CC=CC=2)(C2C=CC=CC=2)C2C=CC=CC=2)=CC=1.C1C=CC(P(C2C=CC=CC=2)[C-]2C=CC=C2)=CC=1.C1C=CC(P(C2C=CC=CC=2)[C-]2C=CC=C2)=CC=1.Cl[Pd]Cl.[Fe+2]. The product is [CH2:14]([O:13][C@@H:11]1[CH2:12][N:8]([C:6](=[O:7])[C@H:5]([CH:46]([CH3:47])[CH3:48])[NH:4][C:3]([O:2][CH3:1])=[O:49])[C@H:9]([C:16]2[NH:20][C:19]3[C:21]4[C:26]([CH:27]=[CH:28][C:18]=3[N:17]=2)=[CH:25][C:24]2[C:29]3[C:34]([CH2:35][O:36][C:23]=2[CH:22]=4)=[CH:33][C:32]([C:51]2[NH:55][C:54]([C@@H:56]4[CH2:60][CH2:59][CH2:58][N:57]4[C:61]([O:63][C:64]([CH3:67])([CH3:66])[CH3:65])=[O:62])=[N:53][CH:52]=2)=[CH:31][CH:30]=3)[CH2:10]1)[CH3:15]. The yield is 0.330. (7) The reactants are [C:1]([O:5][C:6]([NH:8][C@H:9]([CH2:14][C:15]1[CH:20]=[C:19]([F:21])[C:18]([F:22])=[CH:17][C:16]=1[F:23])[CH2:10][C:11]([OH:13])=O)=[O:7])([CH3:4])([CH3:3])[CH3:2].Cl.CN(C)CCCN=C=NCC.CN(C1C=CC=CN=1)C.[S:45]1[CH2:49][CH2:48][NH:47][CH:46]1[C:50]([O:52][CH3:53])=[O:51].Cl.C(N(CC)CC)C. The catalyst is C(Cl)Cl. The product is [C:1]([O:5][C:6]([NH:8][C@H:9]([CH2:14][C:15]1[CH:20]=[C:19]([F:21])[C:18]([F:22])=[CH:17][C:16]=1[F:23])[CH2:10][C:11]([N:47]1[CH2:48][CH2:49][S:45][CH:46]1[C:50]([O:52][CH3:53])=[O:51])=[O:13])=[O:7])([CH3:2])([CH3:3])[CH3:4]. The yield is 0.770.